Dataset: Forward reaction prediction with 1.9M reactions from USPTO patents (1976-2016). Task: Predict the product of the given reaction. (1) Given the reactants Cl.C1COCC1.[Si]([O:14][C:15]1[C:19]2[C:20]([CH3:40])=[C:21]([N:26]3[CH2:31][CH2:30][N:29]([C:32]4[CH:37]=[CH:36][C:35]([O:38][CH3:39])=[CH:34][CH:33]=4)[CH2:28][CH2:27]3)[C:22]([CH3:25])=[C:23]([CH3:24])[C:18]=2[O:17][CH:16]=1)(C(C)(C)C)(C)C, predict the reaction product. The product is: [CH3:39][O:38][C:35]1[CH:34]=[CH:33][C:32]([N:29]2[CH2:28][CH2:27][N:26]([C:21]3[C:22]([CH3:25])=[C:23]([CH3:24])[C:18]4[O:17][CH2:16][C:15](=[O:14])[C:19]=4[C:20]=3[CH3:40])[CH2:31][CH2:30]2)=[CH:37][CH:36]=1. (2) Given the reactants [CH3:1][S:2]([Cl:5])(=[O:4])=[O:3].[OH:6][CH2:7][C:8]1[CH:13]=[CH:12][C:11]([C:14](=[O:35])/[CH:15]=[CH:16]/[C:17]2[CH:22]=[CH:21][C:20](/[CH:23]=[CH:24]/[C:25]([NH:27][O:28][CH:29]3[CH2:34][CH2:33][CH2:32][CH2:31][O:30]3)=[O:26])=[CH:19][CH:18]=2)=[CH:10][CH:9]=1.C([O-])(O)=O.[Na+], predict the reaction product. The product is: [O:30]1[CH2:31][CH2:32][CH2:33][CH2:34][CH:29]1[O:28][NH:27][C:25](/[CH:24]=[CH:23]/[C:20]1[CH:21]=[CH:22][C:17](/[CH:16]=[CH:15]/[C:14]([C:11]2[CH:10]=[CH:9][C:8]([CH2:7][O:6][S:2]([CH3:1])(=[O:4])=[O:3])=[CH:13][CH:12]=2)=[O:35])=[CH:18][CH:19]=1)=[O:26].[Cl:5][CH2:7][C:8]1[CH:13]=[CH:12][C:11]([C:14](=[O:35])/[CH:15]=[CH:16]/[C:17]2[CH:22]=[CH:21][C:20](/[CH:23]=[CH:24]/[C:25]([NH:27][O:28][CH:29]3[CH2:34][CH2:33][CH2:32][CH2:31][O:30]3)=[O:26])=[CH:19][CH:18]=2)=[CH:10][CH:9]=1.